This data is from NCI-60 drug combinations with 297,098 pairs across 59 cell lines. The task is: Regression. Given two drug SMILES strings and cell line genomic features, predict the synergy score measuring deviation from expected non-interaction effect. Drug 1: CN1C(=O)N2C=NC(=C2N=N1)C(=O)N. Drug 2: CC(C)(C1=NC(=CC=C1)N2C3=NC(=NC=C3C(=O)N2CC=C)NC4=CC=C(C=C4)N5CCN(CC5)C)O. Cell line: OVCAR3. Synergy scores: CSS=67.8, Synergy_ZIP=4.30, Synergy_Bliss=4.63, Synergy_Loewe=-56.1, Synergy_HSA=1.91.